Dataset: Reaction yield outcomes from USPTO patents with 853,638 reactions. Task: Predict the reaction yield, written as a fraction of the theoretical maximum amount of product (1.0 means a 100% yield; for example, 0.34 means a 34% yield). (1) The yield is 0.900. No catalyst specified. The reactants are [Cl:1][C:2]1[CH:7]=[CH:6][CH:5]=[CH:4][C:3]=1/[CH:8]=[CH:9]/[CH3:10].CC[C@H]1[C@H]2C[C@H]([C@H](OC3C4C(=CC=CC=4)C(O[C@H](C4C=CN=C5C=4C=C(OC)C=C5)[C@@H]4N5C[C@H](CC)[C@@H](CC5)C4)=NN=3)C3C=CN=C4C=3C=C([O:32]C)C=C4)N(CC2)C1.CS(N)(=O)=O.CC(O)(C)C.[OH2:79]. The product is [Cl:1][C:2]1[CH:7]=[CH:6][CH:5]=[CH:4][C:3]=1[C@@H:8]([OH:32])[C@H:9]([OH:79])[CH3:10]. (2) The reactants are [F:1][C:2]1[CH:7]=[CH:6][C:5]([N:8]2[CH:13]=[C:12]([N+:14]([O-:16])=[O:15])[CH:11]=[C:10]([C:17]([OH:19])=O)[C:9]2=[O:20])=[CH:4][CH:3]=1.Cl.Cl.[F:23][C:24]1[CH:25]=[C:26]([NH:51]C(NC(=O)CC2C=CC(F)=CC=2)=S)[CH:27]=[CH:28][C:29]=1[O:30][C:31]1[C:36]2=[C:37]([CH3:50])C(OCCN3CCN(C)CC3)=CN2N=CN=1.CN([P+](ON1N=[N:83][C:78]2[CH:79]=CC=CC1=2)(N(C)C)N(C)C)C.F[P-](F)(F)(F)(F)F.[CH2:92]([N:94](CC)CC)C. The product is [NH:94]1[C:92]2=[N:83][CH:78]=[CH:79][C:31]([O:30][C:29]3[CH:28]=[CH:27][C:26]([NH:51][C:17]([C:10]4[C:9](=[O:20])[N:8]([C:5]5[CH:4]=[CH:3][C:2]([F:1])=[CH:7][CH:6]=5)[CH:13]=[C:12]([N+:14]([O-:16])=[O:15])[CH:11]=4)=[O:19])=[CH:25][C:24]=3[F:23])=[C:36]2[CH:37]=[CH:50]1. The catalyst is CN(C=O)C.O. The yield is 0.760. (3) The reactants are [F:1][C:2]([F:13])([F:12])[C:3]1[N:8]=[CH:7][C:6]([C:9](O)=[O:10])=[CH:5][CH:4]=1.Cl.[CH3:15][NH:16][O:17][CH3:18].CCN(C(C)C)C(C)C.F[P-](F)(F)(F)(F)F.N1(O[P+](N(C)C)(N(C)C)N(C)C)C2C=CC=CC=2N=N1. The catalyst is CN(C=O)C.O. The product is [CH3:18][O:17][N:16]([CH3:15])[C:9]([C:6]1[CH:7]=[N:8][C:3]([C:2]([F:13])([F:12])[F:1])=[CH:4][CH:5]=1)=[O:10]. The yield is 0.930. (4) The reactants are [CH2:1]([O:3][C:4]1[CH:9]=[CH:8][C:7]([C:10]2[C:18](C(O)=O)=[C:17]3[N:12]([N:13]=[CH:14][CH:15]=[CH:16]3)[N:11]=2)=[CH:6][CH:5]=1)[CH3:2].[I:22]N1C(=O)CCC1=O.C(=O)(O)[O-].[Na+]. The catalyst is CN(C=O)C. The product is [CH2:1]([O:3][C:4]1[CH:9]=[CH:8][C:7]([C:10]2[C:18]([I:22])=[C:17]3[N:12]([N:13]=[CH:14][CH:15]=[CH:16]3)[N:11]=2)=[CH:6][CH:5]=1)[CH3:2]. The yield is 0.470.